From a dataset of Reaction yield outcomes from USPTO patents with 853,638 reactions. Predict the reaction yield, written as a fraction of the theoretical maximum amount of product (1.0 means a 100% yield; for example, 0.34 means a 34% yield). (1) The reactants are N1C=CC=CC=1.[NH2:7][C:8]1[CH:9]=[C:10]([C:14]#[C:15][C:16]2[C:17]([NH2:23])=[N:18][CH:19]=[N:20][C:21]=2[NH2:22])[CH:11]=[CH:12][CH:13]=1.[Cl:24][C:25]1[CH:30]=[CH:29][CH:28]=[CH:27][C:26]=1[S:31](Cl)(=[O:33])=[O:32]. The catalyst is C1COCC1. The product is [Cl:24][C:25]1[CH:30]=[CH:29][CH:28]=[CH:27][C:26]=1[S:31]([NH:7][C:8]1[CH:13]=[CH:12][CH:11]=[C:10]([C:14]#[C:15][C:16]2[C:21]([NH2:22])=[N:20][CH:19]=[N:18][C:17]=2[NH2:23])[CH:9]=1)(=[O:33])=[O:32]. The yield is 0.220. (2) The reactants are [CH2:1]([N:8]1[C:13](=[O:14])[C:12]([C:15]2[CH:20]=[CH:19][C:18]([F:21])=[CH:17][CH:16]=2)=[C:11](OS(C(F)(F)F)(=O)=O)[CH:10]=[N:9]1)[C:2]1[CH:7]=[CH:6][CH:5]=[CH:4][CH:3]=1.[CH3:30][S:31][C:32]1[CH:37]=[CH:36][C:35](B(O)O)=[CH:34][CH:33]=1.CCN(CC)CC. The catalyst is C1(C)C=CC=CC=1.C1C=CC([P]([Pd]([P](C2C=CC=CC=2)(C2C=CC=CC=2)C2C=CC=CC=2)([P](C2C=CC=CC=2)(C2C=CC=CC=2)C2C=CC=CC=2)[P](C2C=CC=CC=2)(C2C=CC=CC=2)C2C=CC=CC=2)(C2C=CC=CC=2)C2C=CC=CC=2)=CC=1. The product is [CH2:1]([N:8]1[C:13](=[O:14])[C:12]([C:15]2[CH:20]=[CH:19][C:18]([F:21])=[CH:17][CH:16]=2)=[C:11]([C:35]2[CH:36]=[CH:37][C:32]([S:31][CH3:30])=[CH:33][CH:34]=2)[CH:10]=[N:9]1)[C:2]1[CH:7]=[CH:6][CH:5]=[CH:4][CH:3]=1. The yield is 0.680. (3) The reactants are [C:1](/[N:3]=[C:4](\SC)/[NH:5][C:6]1[CH:11]=[C:10]([Cl:12])[C:9]([S:13]([N:16]2[CH2:21][CH2:20][O:19][CH2:18][CH2:17]2)(=[O:15])=[O:14])=[C:8]([Cl:22])[CH:7]=1)#[N:2].[NH2:25][NH2:26]. The catalyst is C(O)C. The product is [Cl:12][C:10]1[CH:11]=[C:6]([NH:5][C:4]2[N:3]=[C:1]([NH2:2])[NH:26][N:25]=2)[CH:7]=[C:8]([Cl:22])[C:9]=1[S:13]([N:16]1[CH2:21][CH2:20][O:19][CH2:18][CH2:17]1)(=[O:15])=[O:14]. The yield is 0.330. (4) The reactants are [Br:1][C:2]1[CH:7]=[CH:6][C:5]([C@@H:8]([N:10]2[CH2:15][CH2:14][C@:13]([CH2:23][CH:24]([CH3:27])[C:25]#[N:26])([C:16]3[CH:21]=[CH:20][C:19]([F:22])=[CH:18][CH:17]=3)[O:12][C:11]2=[O:28])[CH3:9])=[CH:4][CH:3]=1.CI.[Li+].[CH3:32][Si]([N-][Si](C)(C)C)(C)C. The catalyst is C1COCC1. The product is [Br:1][C:2]1[CH:7]=[CH:6][C:5]([C@@H:8]([N:10]2[CH2:15][CH2:14][C@:13]([CH2:23][C:24]([CH3:32])([CH3:27])[C:25]#[N:26])([C:16]3[CH:21]=[CH:20][C:19]([F:22])=[CH:18][CH:17]=3)[O:12][C:11]2=[O:28])[CH3:9])=[CH:4][CH:3]=1. The yield is 0.740. (5) The reactants are [C:1]([O:5][C:6]1[CH:11]=[CH:10][C:9]([CH2:12][C@H:13]([NH:37]C(=O)OCC2C3C=CC=CC=3C3C2=CC=CC=3)[C:14]([N:16]([C@@H:28]([CH3:36])[CH:29]([O:33][CH2:34][CH3:35])[O:30][CH2:31][CH3:32])[CH2:17][C:18]2[CH:19]=[CH:20][CH:21]=[C:22]3[C:27]=2[N:26]=[CH:25][CH:24]=[CH:23]3)=[O:15])=[CH:8][CH:7]=1)([CH3:4])([CH3:3])[CH3:2].N1CCCCC1. No catalyst specified. The product is [NH2:37][C@@H:13]([CH2:12][C:9]1[CH:10]=[CH:11][C:6]([O:5][C:1]([CH3:4])([CH3:3])[CH3:2])=[CH:7][CH:8]=1)[C:14]([N:16]([C@@H:28]([CH3:36])[CH:29]([O:30][CH2:31][CH3:32])[O:33][CH2:34][CH3:35])[CH2:17][C:18]1[CH:19]=[CH:20][CH:21]=[C:22]2[C:27]=1[N:26]=[CH:25][CH:24]=[CH:23]2)=[O:15]. The yield is 0.770.